This data is from Peptide-MHC class I binding affinity with 185,985 pairs from IEDB/IMGT. The task is: Regression. Given a peptide amino acid sequence and an MHC pseudo amino acid sequence, predict their binding affinity value. This is MHC class I binding data. (1) The peptide sequence is HSRRSRRSL. The MHC is HLA-A02:06 with pseudo-sequence HLA-A02:06. The binding affinity (normalized) is 0.0847. (2) The MHC is HLA-A02:03 with pseudo-sequence HLA-A02:03. The peptide sequence is GLFGKTQVGV. The binding affinity (normalized) is 1.00. (3) The peptide sequence is DFISMYFPW. The MHC is HLA-A02:12 with pseudo-sequence HLA-A02:12. The binding affinity (normalized) is 0.0847. (4) The peptide sequence is KSINKVYGK. The MHC is HLA-A68:02 with pseudo-sequence HLA-A68:02. The binding affinity (normalized) is 0.